Dataset: Catalyst prediction with 721,799 reactions and 888 catalyst types from USPTO. Task: Predict which catalyst facilitates the given reaction. (1) Reactant: [OH:1][C:2]1[CH:7]=[CH:6][C:5]([C:8]2[CH:13]=[CH:12][C:11]([S:14]([NH:17][CH:18]([CH:22]([CH3:24])[CH3:23])[C:19]([OH:21])=[O:20])(=[O:16])=[O:15])=[CH:10][CH:9]=2)=[CH:4][CH:3]=1.[F:25][C:26]1[CH:31]=[CH:30][C:29]([N:32]=[C:33]=[O:34])=[CH:28][CH:27]=1. Product: [C:5]([O:20][C:19](=[O:21])[CH:18]([NH:17][S:14]([C:11]1[CH:10]=[CH:9][C:8]([C:5]2[CH:6]=[CH:7][C:2]([O:1][C:33](=[O:34])[NH:32][C:29]3[CH:30]=[CH:31][C:26]([F:25])=[CH:27][CH:28]=3)=[CH:3][CH:4]=2)=[CH:13][CH:12]=1)(=[O:16])=[O:15])[CH:22]([CH3:24])[CH3:23])([CH3:8])([CH3:6])[CH3:4]. The catalyst class is: 424. (2) Reactant: C(N1CCN(C2C=[C:11]([NH:15][C:16]([C:18]3[C:19]4[N:20]=[CH:21][CH:22]=[N:23][C:24]=4[C:25]([C:28]4[C:37]5[C:32](=[CH:33][CH:34]=[CH:35][CH:36]=5)[CH:31]=[N:30][CH:29]=4)=[CH:26][CH:27]=3)=[O:17])C=CC=2)CC1)C. Product: [NH:20]1[CH:19]=[CH:24][N:23]=[C:11]1[NH:15][C:16]([C:18]1[C:19]2[N:20]=[CH:21][CH:22]=[N:23][C:24]=2[C:25]([C:28]2[C:37]3[C:32](=[CH:33][CH:34]=[CH:35][CH:36]=3)[CH:31]=[N:30][CH:29]=2)=[CH:26][CH:27]=1)=[O:17]. The catalyst class is: 61. (3) The catalyst class is: 4. Reactant: FC(F)C1C([C:8](Cl)=[O:9])=CN(C)N=1.Cl.[Cl:14][C:15]1[CH:27]=[C:26]([Cl:28])[CH:25]=[C:24]([Cl:29])[C:16]=1[O:17][CH2:18][C@@H:19]1[CH2:23][CH2:22][CH2:21][NH:20]1.C(N(CC)CC)C. Product: [Cl:14][C:15]1[CH:27]=[C:26]([Cl:28])[CH:25]=[C:24]([Cl:29])[C:16]=1[O:17][CH2:18][C@@H:19]1[CH2:23][CH2:22][CH2:21][N:20]1[CH:8]=[O:9]. (4) Reactant: [Cl:1][C:2]1[CH:20]=[CH:19][C:5]2[O:6][C:7]3[CH:18]=[CH:17][CH:16]=[CH:15][C:8]=3[C@H:9]3[CH2:13][NH:12][C:11](=O)[C@@H:10]3[C:4]=2[CH:3]=1.Cl.[OH-].[K+]. Product: [Cl:1][C:2]1[CH:20]=[CH:19][C:5]2[O:6][C:7]3[CH:18]=[CH:17][CH:16]=[CH:15][C:8]=3[C@H:9]3[CH2:13][NH:12][CH2:11][C@@H:10]3[C:4]=2[CH:3]=1. The catalyst class is: 7. (5) The catalyst class is: 133. Reactant: [NH2:1][C:2]1[CH:3]=[N:4][CH:5]=[CH:6][CH:7]=1.C[Al](C)C.[NH2:12][C:13]1[C:14]2[N:15]([C:19]([C@H:31]3[CH2:36][CH2:35][C@H:34]([C:37](OC)=[O:38])[CH2:33][CH2:32]3)=[N:20][C:21]=2[C:22]2[NH:23][C:24]3[C:29]([CH:30]=2)=[CH:28][CH:27]=[CH:26][CH:25]=3)[CH:16]=[CH:17][N:18]=1.[OH-].[Na+]. Product: [NH2:12][C:13]1[C:14]2[N:15]([C:19]([C@H:31]3[CH2:32][CH2:33][C@H:34]([C:37]([NH:1][C:2]4[CH:3]=[N:4][CH:5]=[CH:6][CH:7]=4)=[O:38])[CH2:35][CH2:36]3)=[N:20][C:21]=2[C:22]2[NH:23][C:24]3[C:29]([CH:30]=2)=[CH:28][CH:27]=[CH:26][CH:25]=3)[CH:16]=[CH:17][N:18]=1. (6) Reactant: CO[C:3]([C:5]1[S:6][C:7]([CH2:15][O:16][Si:17]([C:30]([CH3:33])([CH3:32])[CH3:31])([C:24]2[CH:29]=[CH:28][CH:27]=[CH:26][CH:25]=2)[C:18]2[CH:23]=[CH:22][CH:21]=[CH:20][CH:19]=2)=[CH:8][C:9]=1[N:10]=[CH:11]N(C)C)=[O:4].[CH3:34][N:35]([CH3:46])[CH2:36][CH2:37][O:38][C:39]1[CH:44]=[CH:43][C:42]([NH2:45])=[CH:41][CH:40]=1. Product: [Si:17]([O:16][CH2:15][C:7]1[S:6][C:5]2[C:3](=[O:4])[N:45]([C:42]3[CH:41]=[CH:40][C:39]([O:38][CH2:37][CH2:36][N:35]([CH3:46])[CH3:34])=[CH:44][CH:43]=3)[CH:11]=[N:10][C:9]=2[CH:8]=1)([C:30]([CH3:32])([CH3:33])[CH3:31])([C:18]1[CH:19]=[CH:20][CH:21]=[CH:22][CH:23]=1)[C:24]1[CH:29]=[CH:28][CH:27]=[CH:26][CH:25]=1. The catalyst class is: 32.